From a dataset of Full USPTO retrosynthesis dataset with 1.9M reactions from patents (1976-2016). Predict the reactants needed to synthesize the given product. (1) The reactants are: [NH2:1][C:2]1[CH:7]=[CH:6][C:5]([C:8]2[C:13]([CH3:14])=[CH:12][CH:11]=[C:10]([C:15]([NH:17][C:18]3[CH:23]=[CH:22][CH:21]=[C:20]([C:24]([F:27])([F:26])[F:25])[CH:19]=3)=[O:16])[CH:9]=2)=[CH:4][CH:3]=1.Cl[C:29]1[C:34]([I:35])=[CH:33][N:32]=[CH:31][N:30]=1.C(O)C.C([O-])([O-])=O.[Na+].[Na+]. Given the product [I:35][C:34]1[C:29]([NH:1][C:2]2[CH:7]=[CH:6][C:5]([C:8]3[C:13]([CH3:14])=[CH:12][CH:11]=[C:10]([C:15]([NH:17][C:18]4[CH:23]=[CH:22][CH:21]=[C:20]([C:24]([F:25])([F:26])[F:27])[CH:19]=4)=[O:16])[CH:9]=3)=[CH:4][CH:3]=2)=[N:30][CH:31]=[N:32][CH:33]=1, predict the reactants needed to synthesize it. (2) Given the product [CH3:67][C:41]([O:43][C:44]1[CH:45]=[CH:46][C:47]([C:48]([O:50][CH2:51][C:52]2[N:53]=[N:54][N:55]([CH2:57][C:58]3[CH:59]=[CH:60][C:61]([CH3:64])=[CH:62][CH:63]=3)[CH:56]=2)=[O:49])=[CH:65][CH:66]=1)([CH3:42])[C:40]([OH:68])=[O:39], predict the reactants needed to synthesize it. The reactants are: C(OC(=O)C(C)(OC1C=CC(C(OCC2N(CC3C=CC(C)=CC=3)N=NC=2)=O)=CC=1)C)(C)(C)C.C([O:39][C:40](=[O:68])[C:41]([CH3:67])([O:43][C:44]1[CH:66]=[CH:65][C:47]([C:48]([O:50][CH2:51][C:52]2[N:53]=[N:54][N:55]([CH2:57][C:58]3[CH:63]=[CH:62][C:61]([CH3:64])=[CH:60][CH:59]=3)[CH:56]=2)=[O:49])=[CH:46][CH:45]=1)[CH3:42])(C)(C)C.Cl. (3) Given the product [NH:3]1[C:4]2[CH:10]=[CH:9][CH:8]=[CH:7][C:5]=2[N:6]=[C:2]1[NH:1][C:18](=[O:19])[O:20][CH2:21][C:22]([Cl:25])([Cl:24])[Cl:23], predict the reactants needed to synthesize it. The reactants are: [NH2:1][C:2]1[NH:3][C:4]2[CH:10]=[CH:9][CH:8]=[CH:7][C:5]=2[N:6]=1.N1C=CC=CC=1.Cl[C:18]([O:20][CH2:21][C:22]([Cl:25])([Cl:24])[Cl:23])=[O:19].O.